From a dataset of Peptide-MHC class II binding affinity with 134,281 pairs from IEDB. Regression. Given a peptide amino acid sequence and an MHC pseudo amino acid sequence, predict their binding affinity value. This is MHC class II binding data. (1) The peptide sequence is RKPLDNIKDNVGKME. The MHC is HLA-DQA10102-DQB10602 with pseudo-sequence HLA-DQA10102-DQB10602. The binding affinity (normalized) is 0.328. (2) The peptide sequence is VYTLKALCALPLEDC. The MHC is DRB1_0101 with pseudo-sequence DRB1_0101. The binding affinity (normalized) is 0.840. (3) The peptide sequence is EKKYPAATQFEPLAA. The MHC is DRB1_1001 with pseudo-sequence DRB1_1001. The binding affinity (normalized) is 0.575. (4) The MHC is DRB1_0101 with pseudo-sequence DRB1_0101. The binding affinity (normalized) is 0.675. The peptide sequence is RSPISNMVSMANNHM. (5) The peptide sequence is GKAGCQTYKWETFLT. The MHC is HLA-DPA10301-DPB10402 with pseudo-sequence HLA-DPA10301-DPB10402. The binding affinity (normalized) is 0.870. (6) The peptide sequence is GELQIVDKIDAEFKI. The binding affinity (normalized) is 0.584. The MHC is DRB5_0101 with pseudo-sequence DRB5_0101. (7) The peptide sequence is TMSLVMAWRTIMAVL. The binding affinity (normalized) is 0.180. The MHC is DRB1_0301 with pseudo-sequence DRB1_0301.